From a dataset of TCR-epitope binding with 47,182 pairs between 192 epitopes and 23,139 TCRs. Binary Classification. Given a T-cell receptor sequence (or CDR3 region) and an epitope sequence, predict whether binding occurs between them. (1) The epitope is YLDAYNMMI. The TCR CDR3 sequence is CASMGGASYNEQFF. Result: 0 (the TCR does not bind to the epitope). (2) The epitope is NLSALGIFST. The TCR CDR3 sequence is CASSFEGLSYEQYF. Result: 1 (the TCR binds to the epitope). (3) The epitope is MLNIPSINV. The TCR CDR3 sequence is CASSDAIVAGANVLTF. Result: 0 (the TCR does not bind to the epitope). (4) The epitope is RQLLFVVEV. The TCR CDR3 sequence is CASSTTGGETQYF. Result: 1 (the TCR binds to the epitope). (5) The epitope is WICLLQFAY. The TCR CDR3 sequence is CASFKSRDTGNTEAFF. Result: 0 (the TCR does not bind to the epitope). (6) The epitope is SSNVANYQK. The TCR CDR3 sequence is CASTSPGNEQYF. Result: 1 (the TCR binds to the epitope). (7) The epitope is FLLNKEMYL. The TCR CDR3 sequence is CSVWGTGKTYEQYF. Result: 0 (the TCR does not bind to the epitope).